Dataset: Full USPTO retrosynthesis dataset with 1.9M reactions from patents (1976-2016). Task: Predict the reactants needed to synthesize the given product. Given the product [Cl:1][C:2]1[CH:10]=[CH:9][CH:8]=[C:7]2[C:3]=1[C:4]([C:16]([NH:20][CH2:21][C:22]1([OH:31])[CH2:27][CH2:26][C:25]([F:29])([F:28])[CH:24]([CH3:30])[CH2:23]1)=[O:18])=[CH:5][N:6]2[CH:11]1[CH2:15][CH2:14][CH2:13][O:12]1, predict the reactants needed to synthesize it. The reactants are: [Cl:1][C:2]1[CH:10]=[CH:9][CH:8]=[C:7]2[C:3]=1[C:4]([C:16]([OH:18])=O)=[CH:5][N:6]2[CH:11]1[CH2:15][CH2:14][CH2:13][O:12]1.Cl.[NH2:20][CH2:21][C:22]1([OH:31])[CH2:27][CH2:26][C:25]([F:29])([F:28])[CH:24]([CH3:30])[CH2:23]1.C(Cl)CCl.N1(O)C2C=CC=CC=2N=N1.C(N(C(C)C)C(C)C)C.